From a dataset of Full USPTO retrosynthesis dataset with 1.9M reactions from patents (1976-2016). Predict the reactants needed to synthesize the given product. (1) Given the product [NH2:14][C:11]([C:9]1[S:10][C:5]2[C:4]([N:15]3[CH2:20][CH2:19][O:18][CH2:17][CH2:16]3)=[N:3][C:2]([C:29]3[CH:30]=[N:31][C:32]([NH2:35])=[N:33][CH:34]=3)=[N:7][C:6]=2[CH:8]=1)([CH3:13])[CH3:12], predict the reactants needed to synthesize it. The reactants are: Cl[C:2]1[N:3]=[C:4]([N:15]2[CH2:20][CH2:19][O:18][CH2:17][CH2:16]2)[C:5]2[S:10][C:9]([C:11]([NH2:14])([CH3:13])[CH3:12])=[CH:8][C:6]=2[N:7]=1.CC1(C)C(C)(C)OB([C:29]2[CH:30]=[N:31][C:32]([NH2:35])=[N:33][CH:34]=2)O1. (2) Given the product [ClH:24].[C:1]([C:5]1[CH:23]=[CH:22][CH:21]=[CH:20][C:6]=1[O:7][CH:8]1[CH2:12][CH2:11][NH:10][CH2:9]1)([CH3:4])([CH3:2])[CH3:3], predict the reactants needed to synthesize it. The reactants are: [C:1]([C:5]1[CH:23]=[CH:22][CH:21]=[CH:20][C:6]=1[O:7][CH:8]1[CH2:12][CH2:11][N:10](C(OC(C)(C)C)=O)[CH2:9]1)([CH3:4])([CH3:3])[CH3:2].[ClH:24]. (3) Given the product [CH3:1][O:2][C:3]1[CH:8]=[CH:7][C:6]([C:9]#[C:10][C:12]2[CH:17]=[CH:16][N:15]=[CH:14][CH:13]=2)=[CH:5][CH:4]=1, predict the reactants needed to synthesize it. The reactants are: [CH3:1][O:2][C:3]1[CH:8]=[CH:7][C:6]([C:9]#[CH:10])=[CH:5][CH:4]=1.I[C:12]1[CH:17]=[CH:16][N:15]=[CH:14][CH:13]=1. (4) Given the product [OH:7][CH2:8][C:9]#[C:10][CH2:11][CH2:12][CH2:13][CH2:14][CH2:15][CH2:16][CH2:17][CH2:18][CH2:19][CH2:20][CH2:21][CH2:22][C:23]([O:25][CH3:26])=[O:24], predict the reactants needed to synthesize it. The reactants are: O1CCCCC1[O:7][CH2:8][C:9]#[C:10][CH2:11][CH2:12][CH2:13][CH2:14][CH2:15][CH2:16][CH2:17][CH2:18][CH2:19][CH2:20][CH2:21][CH2:22][C:23]([OH:25])=[O:24].[CH3:26]COCC. (5) Given the product [CH3:28][O:27][CH:22]([O:25][CH3:26])[C:14]1[CH:17]=[CH:18][C:11]([O:10][CH2:9][CH2:8][N:5]2[CH2:4][CH2:3][O:2][CH2:7][CH2:6]2)=[C:12]([N+:19]([O-:21])=[O:20])[CH:13]=1, predict the reactants needed to synthesize it. The reactants are: Cl.[O:2]1[CH2:7][CH2:6][N:5]([CH2:8][CH2:9][O:10][C:11]2[CH:18]=[CH:17][C:14](C=O)=[CH:13][C:12]=2[N+:19]([O-:21])=[O:20])[CH2:4][CH2:3]1.[CH:22]([O:27][CH3:28])([O:25][CH3:26])OC.Cl.C(=O)([O-])[O-].[K+].[K+]. (6) The reactants are: [NH2:1][C:2]1[N:6]([CH2:7][C:8]2[CH:13]=[CH:12][CH:11]=[CH:10][CH:9]=2)[N:5]=[C:4]([OH:14])[C:3]=1[C:15]1[CH:20]=[CH:19][C:18]([CH3:21])=[CH:17][CH:16]=1.C(=O)([O-])[O-].[Cs+].[Cs+].[C:28]([O:31][CH2:32][CH2:33]Br)(=[O:30])[CH3:29]. Given the product [C:28]([O:31][CH2:32][CH2:33][O:14][C:4]1[C:3]([C:15]2[CH:16]=[CH:17][C:18]([CH3:21])=[CH:19][CH:20]=2)=[C:2]([NH2:1])[N:6]([CH2:7][C:8]2[CH:9]=[CH:10][CH:11]=[CH:12][CH:13]=2)[N:5]=1)(=[O:30])[CH3:29], predict the reactants needed to synthesize it.